Task: Predict the product of the given reaction.. Dataset: Forward reaction prediction with 1.9M reactions from USPTO patents (1976-2016) (1) The product is: [C:42]([C:46]1[CH:47]=[CH:48][C:49]([C:50]([NH:2][C@@H:3]2[CH2:8][CH2:7][CH2:6][N:5]([C:9]3[N:10]=[C:11]([NH:18][C:19]4[CH:20]=[CH:21][C:22]([C:25]([N:27]5[CH2:32][CH2:31][O:30][CH2:29][CH2:28]5)=[O:26])=[CH:23][CH:24]=4)[C:12]([C:15]([NH2:17])=[O:16])=[N:13][CH:14]=3)[CH2:4]2)=[O:51])=[CH:53][CH:54]=1)([CH3:45])([CH3:43])[CH3:44]. Given the reactants Cl.[NH2:2][C@@H:3]1[CH2:8][CH2:7][CH2:6][N:5]([C:9]2[N:10]=[C:11]([NH:18][C:19]3[CH:24]=[CH:23][C:22]([C:25]([N:27]4[CH2:32][CH2:31][O:30][CH2:29][CH2:28]4)=[O:26])=[CH:21][CH:20]=3)[C:12]([C:15]([NH2:17])=[O:16])=[N:13][CH:14]=2)[CH2:4]1.CCN(C(C)C)C(C)C.[C:42]([C:46]1[CH:54]=[CH:53][C:49]([C:50](Cl)=[O:51])=[CH:48][CH:47]=1)([CH3:45])([CH3:44])[CH3:43], predict the reaction product. (2) Given the reactants [Br:1][C:2]1[CH:18]=[CH:17][C:5]2[C:6]3[N:10]([CH2:11][CH2:12][O:13][C:4]=2[CH:3]=1)[CH:9]=[C:8]([C:14]([OH:16])=O)[N:7]=3.[C:19]([O:23][C:24]([NH:26][NH:27][CH:28]([CH3:30])[CH3:29])=[O:25])([CH3:22])([CH3:21])[CH3:20].CCN(C(C)C)C(C)C.CN(C(ON1N=NC2C=CC=NC1=2)=[N+](C)C)C.F[P-](F)(F)(F)(F)F, predict the reaction product. The product is: [C:19]([O:23][C:24]([NH:26][N:27]([C:14]([C:8]1[N:7]=[C:6]2[N:10]([CH2:11][CH2:12][O:13][C:4]3[CH:3]=[C:2]([Br:1])[CH:18]=[CH:17][C:5]=32)[CH:9]=1)=[O:16])[CH:28]([CH3:30])[CH3:29])=[O:25])([CH3:22])([CH3:21])[CH3:20]. (3) Given the reactants Cl[C:2]1[C:11]2[C:6](=[N:7][CH:8]=[CH:9][CH:10]=2)[N:5]=[C:4]([C:12]2[CH:17]=[C:16]([Cl:18])[CH:15]=[CH:14][C:13]=2[F:19])[CH:3]=1.[C:20]1([C:26]2[CH:27]=[C:28](B(O)O)[CH:29]=[N:30][CH:31]=2)[CH:25]=[CH:24][CH:23]=[CH:22][CH:21]=1, predict the reaction product. The product is: [Cl:18][C:16]1[CH:15]=[CH:14][C:13]([F:19])=[C:12]([C:4]2[CH:3]=[C:2]([C:28]3[CH:29]=[N:30][CH:31]=[C:26]([C:20]4[CH:21]=[CH:22][CH:23]=[CH:24][CH:25]=4)[CH:27]=3)[C:11]3[C:6](=[N:7][CH:8]=[CH:9][CH:10]=3)[N:5]=2)[CH:17]=1. (4) Given the reactants [CH2:1]([N:8]1[C:13](=[O:14])[C:12]([CH3:15])=[C:11]2[S:16][CH:17]=[CH:18][N:10]2[C:9]1=[O:19])[C:2]1[CH:7]=[CH:6][CH:5]=[CH:4][CH:3]=1.C[Si](C)(C)N[Si](C)(C)C.[Li].Cl[C:31]([O:33][CH2:34][C:35]1[CH:40]=[CH:39][CH:38]=[CH:37][CH:36]=1)=[O:32].[Cl-].[NH4+], predict the reaction product. The product is: [CH2:34]([O:33][C:31]([C:17]1[S:16][C:11]2[N:10]([C:9](=[O:19])[N:8]([CH2:1][C:2]3[CH:3]=[CH:4][CH:5]=[CH:6][CH:7]=3)[C:13](=[O:14])[C:12]=2[CH3:15])[CH:18]=1)=[O:32])[C:35]1[CH:40]=[CH:39][CH:38]=[CH:37][CH:36]=1.